This data is from Reaction yield outcomes from USPTO patents with 853,638 reactions. The task is: Predict the reaction yield, written as a fraction of the theoretical maximum amount of product (1.0 means a 100% yield; for example, 0.34 means a 34% yield). (1) The reactants are CCCC[N+](CCCC)(CCCC)CCCC.[F-].[F:19][C:20]1[CH:32]=[C:31]([CH:33]=O)[CH:30]=[CH:29][C:21]=1[C:22]([O:24][C:25]([CH3:28])([CH3:27])[CH3:26])=[O:23].[F:35][C:36]([F:53])([F:52])[CH2:37]P(=O)(C1C=CC=CC=1)C1C=CC=CC=1. The catalyst is C1COCC1. The product is [F:19][C:20]1[CH:32]=[C:31](/[CH:33]=[CH:37]/[C:36]([F:53])([F:52])[F:35])[CH:30]=[CH:29][C:21]=1[C:22]([O:24][C:25]([CH3:28])([CH3:27])[CH3:26])=[O:23]. The yield is 0.640. (2) The reactants are [CH3:1][Zn]Cl.[C:4]([O:8][C:9]([N:11]1[CH2:16][CH2:15][N:14]([C:17]2[C:18]3[C:25](Br)=[CH:24][N:23]([S:27]([C:30]4[CH:35]=[CH:34][CH:33]=[CH:32][CH:31]=4)(=[O:29])=[O:28])[C:19]=3[N:20]=[CH:21][N:22]=2)[CH2:13][CH2:12]1)=[O:10])([CH3:7])([CH3:6])[CH3:5]. The catalyst is C1COCC1.C1C=CC([P]([Pd]([P](C2C=CC=CC=2)(C2C=CC=CC=2)C2C=CC=CC=2)([P](C2C=CC=CC=2)(C2C=CC=CC=2)C2C=CC=CC=2)[P](C2C=CC=CC=2)(C2C=CC=CC=2)C2C=CC=CC=2)(C2C=CC=CC=2)C2C=CC=CC=2)=CC=1. The product is [C:4]([O:8][C:9]([N:11]1[CH2:16][CH2:15][N:14]([C:17]2[C:18]3[C:25]([CH3:1])=[CH:24][N:23]([S:27]([C:30]4[CH:35]=[CH:34][CH:33]=[CH:32][CH:31]=4)(=[O:29])=[O:28])[C:19]=3[N:20]=[CH:21][N:22]=2)[CH2:13][CH2:12]1)=[O:10])([CH3:7])([CH3:6])[CH3:5]. The yield is 0.940. (3) The reactants are [CH:1]1[C:10]2[C:5](=[CH:6][CH:7]=[CH:8][CH:9]=2)[CH:4]=[CH:3][C:2]=1[C:11]([NH:13][C@H:14]([C:19]([OH:21])=[O:20])[C@H:15]([CH2:17][CH3:18])C)=[O:12].[CH3:22]OC(=O)[C@H](CC(C)C)N. No catalyst specified. The product is [CH:1]1[C:10]2[C:5](=[CH:6][CH:7]=[CH:8][CH:9]=2)[CH:4]=[CH:3][C:2]=1[C:11]([NH:13][C@H:14]([C:19]([OH:21])=[O:20])[CH2:15][CH:17]([CH3:18])[CH3:22])=[O:12]. The yield is 0.980.